This data is from Reaction yield outcomes from USPTO patents with 853,638 reactions. The task is: Predict the reaction yield, written as a fraction of the theoretical maximum amount of product (1.0 means a 100% yield; for example, 0.34 means a 34% yield). (1) The reactants are [C:1]([C:5]1[CH:6]=[C:7]([CH:10]=[C:11]([C:14]([CH3:17])([CH3:16])[CH3:15])[C:12]=1[OH:13])[CH:8]=O)([CH3:4])([CH3:3])[CH3:2].[C:18]([NH2:26])([CH2:21][C:22]([CH3:25])([CH3:24])[CH3:23])([CH3:20])[CH3:19]. The catalyst is C1(C)C=CC=CC=1. The product is [C:1]([C:5]1[CH:6]=[C:7]([CH:8]=[N:26][C:18]([CH3:20])([CH2:21][C:22]([CH3:25])([CH3:24])[CH3:23])[CH3:19])[CH:10]=[C:11]([C:14]([CH3:17])([CH3:16])[CH3:15])[C:12]=1[OH:13])([CH3:4])([CH3:3])[CH3:2]. The yield is 0.945. (2) The reactants are [Cl:1][C:2]1[CH:10]=[C:9]2[C:5]([C:6]([C:11](=[O:16])[C:12]([F:15])([F:14])[F:13])=[CH:7][NH:8]2)=[CH:4][CH:3]=1.[C:17]([O:21][C:22]([N:24]1[CH2:28][CH2:27][CH2:26][C@H:25]1[CH2:29]OS(C)(=O)=O)=[O:23])([CH3:20])([CH3:19])[CH3:18].C(=O)([O-])[O-].[Cs+].[Cs+]. The catalyst is CN1CCCN(C)C1=O.O. The product is [C:17]([O:21][C:22]([N:24]1[CH2:28][CH2:27][CH2:26][C@H:25]1[CH2:29][N:8]1[C:9]2[C:5](=[CH:4][CH:3]=[C:2]([Cl:1])[CH:10]=2)[C:6]([C:11](=[O:16])[C:12]([F:13])([F:14])[F:15])=[CH:7]1)=[O:23])([CH3:20])([CH3:18])[CH3:19]. The yield is 0.460. (3) The yield is 0.780. The catalyst is CC([O-])=O.CC([O-])=O.[Pd+2].C1(C)C=CC=CC=1.CCO. The reactants are [CH2:1]([O:3][C:4]([C:6]1[NH:7][C:8]2[C:13]([CH:14]=1)=[CH:12][C:11](Br)=[CH:10][CH:9]=2)=[O:5])[CH3:2].[C:16]([C:20]1[CH:25]=[CH:24][C:23](B(O)O)=[CH:22][CH:21]=1)([CH3:19])([CH3:18])[CH3:17].[O-]P([O-])([O-])=O.[K+].[K+].[K+].C1(C)C=CC=CC=1P(C1C=CC=CC=1C)C1C=CC=CC=1C.C([O-])(O)=O.[Na+]. The product is [CH2:1]([O:3][C:4]([C:6]1[NH:7][C:8]2[C:13]([CH:14]=1)=[CH:12][C:11]([C:23]1[CH:24]=[CH:25][C:20]([C:16]([CH3:19])([CH3:18])[CH3:17])=[CH:21][CH:22]=1)=[CH:10][CH:9]=2)=[O:5])[CH3:2].